This data is from Forward reaction prediction with 1.9M reactions from USPTO patents (1976-2016). The task is: Predict the product of the given reaction. (1) The product is: [ClH:24].[Cl:24][C:22]1[CH:23]=[C:19]([C:16]2[N:15]=[C:14]([C@H:10]3[CH2:11][CH2:12][CH2:13][NH:8][CH2:9]3)[O:18][N:17]=2)[NH:20][CH:21]=1. Given the reactants C(OC([N:8]1[CH2:13][CH2:12][CH2:11][C@H:10]([C:14]2[O:18][N:17]=[C:16]([C:19]3[NH:20][CH:21]=[C:22]([Cl:24])[CH:23]=3)[N:15]=2)[CH2:9]1)=O)(C)(C)C, predict the reaction product. (2) Given the reactants Cl[C:2]1[C:11]2[C:6](=[CH:7][CH:8]=[C:9]([F:12])[CH:10]=2)[N:5]=[C:4]([CH:13]([NH:15][C:16](=[O:22])[O:17][C:18]([CH3:21])([CH3:20])[CH3:19])[CH3:14])[C:3]=1[C:23]1[CH:28]=[CH:27][CH:26]=[CH:25][N:24]=1.[NH:29]([CH3:31])[CH3:30], predict the reaction product. The product is: [CH3:30][N:29]([CH3:31])[C:2]1[C:11]2[C:6](=[CH:7][CH:8]=[C:9]([F:12])[CH:10]=2)[N:5]=[C:4]([CH:13]([NH:15][C:16](=[O:22])[O:17][C:18]([CH3:21])([CH3:20])[CH3:19])[CH3:14])[C:3]=1[C:23]1[CH:28]=[CH:27][CH:26]=[CH:25][N:24]=1. (3) Given the reactants [CH3:1][C@@H:2]1[CH2:6][CH2:5][CH2:4][N:3]1[CH2:7][CH2:8][CH2:9][O:10][C:11]1[CH:16]=[CH:15][C:14]([N:17]2[CH:21]=[C:20]([C:22]([N:24]3[CH2:29][CH2:28][O:27][CH2:26][CH2:25]3)=[O:23])[CH:19]=[N:18]2)=[CH:13][CH:12]=1.[Br:30]Br, predict the reaction product. The product is: [Br:30][C:12]1[CH:13]=[C:14]([N:17]2[CH:21]=[C:20]([C:22]([N:24]3[CH2:25][CH2:26][O:27][CH2:28][CH2:29]3)=[O:23])[CH:19]=[N:18]2)[CH:15]=[CH:16][C:11]=1[O:10][CH2:9][CH2:8][CH2:7][N:3]1[CH2:4][CH2:5][CH2:6][C@H:2]1[CH3:1]. (4) Given the reactants [CH2:1]([C@@H:5]1[NH:10][CH2:9][C@H:8]([CH:11]([CH3:13])[CH3:12])[NH:7][C:6]1=[O:14])[CH:2]([CH3:4])[CH3:3].[F:15][C:16]1[CH:17]=[C:18]([C:23]2[O:27][N:26]=[C:25]([C:28](O)=[O:29])[CH:24]=2)[CH:19]=[CH:20][C:21]=1[F:22].C([C@@H]1N(C(=O)/C=C/C2C=CC=CC=2)C[C@H](CC(C)C)NC1=O)C(C)C, predict the reaction product. The product is: [F:15][C:16]1[CH:17]=[C:18]([C:23]2[O:27][N:26]=[C:25]([C:28]([N:10]3[CH2:9][C@H:8]([CH:11]([CH3:13])[CH3:12])[NH:7][C:6](=[O:14])[C@@H:5]3[CH2:1][CH:2]([CH3:4])[CH3:3])=[O:29])[CH:24]=2)[CH:19]=[CH:20][C:21]=1[F:22].